This data is from Full USPTO retrosynthesis dataset with 1.9M reactions from patents (1976-2016). The task is: Predict the reactants needed to synthesize the given product. (1) Given the product [F:19][C:20]1[CH:21]=[C:22]([C:33]2[N:34]=[C:35]([NH:38][C:12](=[O:14])[CH2:11][C:10]3[C:6]4[C:5](=[O:16])[N:4]([CH3:17])[C:3](=[O:18])[N:2]([CH3:1])[C:7]=4[N:8]([CH3:15])[CH:9]=3)[S:36][CH:37]=2)[CH:23]=[C:24]([F:32])[C:25]=1[O:26][CH2:27][C:28]([F:31])([F:29])[F:30], predict the reactants needed to synthesize it. The reactants are: [CH3:1][N:2]1[C:7]2[N:8]([CH3:15])[CH:9]=[C:10]([CH2:11][C:12]([OH:14])=O)[C:6]=2[C:5](=[O:16])[N:4]([CH3:17])[C:3]1=[O:18].[F:19][C:20]1[CH:21]=[C:22]([C:33]2[N:34]=[C:35]([NH2:38])[S:36][CH:37]=2)[CH:23]=[C:24]([F:32])[C:25]=1[O:26][CH2:27][C:28]([F:31])([F:30])[F:29].CCN=C=NCCCN(C)C.Cl.C1C=CC2N(O)N=NC=2C=1. (2) Given the product [C:1]([O:5][C:6](=[O:12])[NH:7][C@H:8]([CH3:11])[CH2:9][O:10][CH2:26][CH2:27][CH2:28][OH:29])([CH3:4])([CH3:2])[CH3:3], predict the reactants needed to synthesize it. The reactants are: [C:1]([O:5][C:6](=[O:12])[NH:7][C@H:8]([CH3:11])[CH2:9][OH:10])([CH3:4])([CH3:3])[CH3:2].C(Br)C=C.C12BC(CCC1)CCC2.[CH2:26]1C[O:29][CH2:28][CH2:27]1.OO.